From a dataset of Reaction yield outcomes from USPTO patents with 853,638 reactions. Predict the reaction yield, written as a fraction of the theoretical maximum amount of product (1.0 means a 100% yield; for example, 0.34 means a 34% yield). The reactants are [H-].[Na+].[F:3][C:4]1[CH:9]=[CH:8][C:7]([CH:10]2[C:18]3[C:13](=[CH:14][C:15]([C:19]#[N:20])=[CH:16][CH:17]=3)[CH2:12][O:11]2)=[CH:6][CH:5]=1.[CH3:21][N:22]([CH3:27])[CH2:23][CH2:24][CH2:25]Cl.CS(C)=O. The catalyst is C1COCC1.C1(C)C=CC=CC=1. The product is [CH3:21][N:22]([CH3:27])[CH2:23][CH2:24][CH2:25][C:10]1([C:7]2[CH:8]=[CH:9][C:4]([F:3])=[CH:5][CH:6]=2)[C:18]2[C:13](=[CH:14][C:15]([C:19]#[N:20])=[CH:16][CH:17]=2)[CH2:12][O:11]1. The yield is 0.516.